Dataset: Full USPTO retrosynthesis dataset with 1.9M reactions from patents (1976-2016). Task: Predict the reactants needed to synthesize the given product. (1) Given the product [Br:1][C:2]1[CH:11]=[CH:10][C:9]2[C:4](=[CH:5][CH:6]=[C:7]([F:12])[CH:8]=2)[C:3]=1[CH:13]=[O:14], predict the reactants needed to synthesize it. The reactants are: [Br:1][C:2]1[CH2:11][CH2:10][C:9]2[C:4](=[CH:5][CH:6]=[C:7]([F:12])[CH:8]=2)[C:3]=1[CH:13]=[O:14].ClC1C(=O)C(C#N)=C(C#N)C(=O)C=1Cl. (2) Given the product [CH:1]12[CH:7]([CH2:8][CH:9]([N:13]3[CH2:17][C:16]([O:18][C:19]4[CH:24]=[CH:23][CH:22]=[CH:21][C:20]=4[Cl:25])=[CH:15][C:14]3=[O:26])[C:10]([NH:57][C:54]3[CH:55]=[CH:56][N:52]([CH2:51][C:50]([OH:49])([CH3:80])[CH3:27])[N:53]=3)=[O:11])[CH:4]([CH2:5][CH2:6]1)[CH2:3][CH2:2]2, predict the reactants needed to synthesize it. The reactants are: [CH:1]12[CH:7]([CH2:8][CH:9]([N:13]3[CH2:17][C:16]([O:18][C:19]4[CH:24]=[CH:23][CH:22]=[CH:21][C:20]=4[Cl:25])=[CH:15][C:14]3=[O:26])[C:10](O)=[O:11])[CH:4]([CH2:5][CH2:6]1)[CH2:3][CH2:2]2.[CH3:27]N(C)CCCN=C=NCC.ON1C2C=CC=CC=2N=N1.Cl.[OH:49][C@@H:50]([CH2:80]O)[CH2:51][N:52]1[CH:56]=[CH:55][C:54]([NH:57]C(=O)[C@@H](N2CC(OC3C=CC=C(Cl)C=3Cl)=CC2=O)CC(C)C)=[N:53]1. (3) Given the product [CH3:8][N:7]([CH2:9][C:10]1[CH:14]=[C:13]([C:28]2[C:27]([CH3:26])=[CH:31][S:30][CH:29]=2)[N:12]([S:16]([C:19]2[CH:20]=[N:21][CH:22]=[CH:23][CH:24]=2)(=[O:18])=[O:17])[CH:11]=1)[C:6](=[O:25])[O:5][C:1]([CH3:4])([CH3:3])[CH3:2], predict the reactants needed to synthesize it. The reactants are: [C:1]([O:5][C:6](=[O:25])[N:7]([CH2:9][C:10]1[CH:14]=[C:13](Br)[N:12]([S:16]([C:19]2[CH:20]=[N:21][CH:22]=[CH:23][CH:24]=2)(=[O:18])=[O:17])[CH:11]=1)[CH3:8])([CH3:4])([CH3:3])[CH3:2].[CH3:26][C:27]1[C:28](B(O)O)=[CH:29][S:30][CH:31]=1.C(=O)([O-])[O-].[Na+].[Na+]. (4) Given the product [Cl:28][C:29]1[C:30]([F:40])=[CH:31][C:32]([F:39])=[C:33]([S:35]([N:6]([CH2:5][C:4]2[CH:12]=[CH:13][C:14]([O:16][CH3:17])=[CH:15][C:3]=2[O:2][CH3:1])[C:7]2[S:8][CH:9]=[N:10][N:11]=2)(=[O:37])=[O:36])[CH:34]=1, predict the reactants needed to synthesize it. The reactants are: [CH3:1][O:2][C:3]1[CH:15]=[C:14]([O:16][CH3:17])[CH:13]=[CH:12][C:4]=1[CH2:5][NH:6][C:7]1[S:8][CH:9]=[N:10][N:11]=1.C[Si]([N-][Si](C)(C)C)(C)C.[Li+].[Cl:28][C:29]1[C:30]([F:40])=[CH:31][C:32]([F:39])=[C:33]([S:35](Cl)(=[O:37])=[O:36])[CH:34]=1.[Cl-].[NH4+].